This data is from Full USPTO retrosynthesis dataset with 1.9M reactions from patents (1976-2016). The task is: Predict the reactants needed to synthesize the given product. (1) The reactants are: C1C=CC2N(O)N=NC=2C=1.CCN=C=NCCCN(C)C.[Cl:22][C:23]1[CH:24]=[C:25]([CH:29]=[CH:30][C:31]=1[O:32][CH:33]([CH3:35])[CH3:34])[C:26]([OH:28])=O.[F:36][C:37]1[CH:38]=[C:39]2[C:43](=[C:44](/[C:46](/[NH:49]O)=[N:47]/[H])[CH:45]=1)[NH:42][CH:41]=[C:40]2[CH2:51][CH2:52][C:53]([O:55][CH2:56][CH3:57])=[O:54].CCCC[N+](CCCC)(CCCC)CCCC.[F-]. Given the product [Cl:22][C:23]1[CH:24]=[C:25]([C:26]2[O:28][N:47]=[C:46]([C:44]3[CH:45]=[C:37]([F:36])[CH:38]=[C:39]4[C:43]=3[NH:42][CH:41]=[C:40]4[CH2:51][CH2:52][C:53]([O:55][CH2:56][CH3:57])=[O:54])[N:49]=2)[CH:29]=[CH:30][C:31]=1[O:32][CH:33]([CH3:35])[CH3:34], predict the reactants needed to synthesize it. (2) Given the product [ClH:43].[ClH:43].[CH3:1][C@:2]1([NH2:35])[CH2:6][CH2:5][N:4]([C@@H:7]([C:12]2[CH:13]=[CH:14][C:15]3[N:16]([C:18]([C:21]4[CH:30]=[CH:29][C:28]5[C:23](=[C:24]([O:31][CH:32]([CH3:33])[CH3:34])[CH:25]=[CH:26][CH:27]=5)[N:22]=4)=[N:19][N:20]=3)[CH:17]=2)[C:8]([F:10])([F:11])[F:9])[CH2:3]1, predict the reactants needed to synthesize it. The reactants are: [CH3:1][C@:2]1([NH:35]C(=O)OC(C)(C)C)[CH2:6][CH2:5][N:4]([C@@H:7]([C:12]2[CH:13]=[CH:14][C:15]3[N:16]([C:18]([C:21]4[CH:30]=[CH:29][C:28]5[C:23](=[C:24]([O:31][CH:32]([CH3:34])[CH3:33])[CH:25]=[CH:26][CH:27]=5)[N:22]=4)=[N:19][N:20]=3)[CH:17]=2)[C:8]([F:11])([F:10])[F:9])[CH2:3]1.[ClH:43].O1CCOCC1.C(OCC)C. (3) Given the product [Br:1][C:2]1[C:3]([Cl:13])=[C:4]2[C:9](=[CH:10][CH:11]=1)[N:8]1[C:14]([CH3:15])=[N:17][N:18]=[C:7]1[CH2:6][CH2:5]2, predict the reactants needed to synthesize it. The reactants are: [Br:1][C:2]1[C:3]([Cl:13])=[C:4]2[C:9](=[CH:10][CH:11]=1)[NH:8][C:7](=S)[CH2:6][CH2:5]2.[C:14]([NH:17][NH2:18])(=O)[CH3:15]. (4) Given the product [CH:30]1([N:10]2[C:9]3[CH:36]=[CH:37][C:6]([C:4]([OH:3])=[O:5])=[CH:7][C:8]=3[N:12]=[C:11]2[C:13]2[CH:14]=[C:15]3[C:20](=[CH:21][CH:22]=2)[N:19]=[C:18]([C:23]2[CH:24]=[CH:25][CH:26]=[CH:27][CH:28]=2)[CH:17]=[C:16]3[S:81][C:75]2[CH:80]=[CH:79][CH:78]=[CH:77][CH:76]=2)[CH2:35][CH2:34][CH2:33][CH2:32][CH2:31]1, predict the reactants needed to synthesize it. The reactants are: C([O:3][C:4]([C:6]1[CH:37]=[CH:36][C:9]2[N:10]([CH:30]3[CH2:35][CH2:34][CH2:33][CH2:32][CH2:31]3)[C:11]([C:13]3[CH:14]=[C:15]4[C:20](=[CH:21][CH:22]=3)[N:19]=[C:18]([C:23]3[CH:28]=[CH:27][CH:26]=[CH:25][CH:24]=3)[CH:17]=[C:16]4Cl)=[N:12][C:8]=2[CH:7]=1)=[O:5])C.C1(N2C3C=CC(C(O)=O)=CC=3N=C2C2C=C3C(=CC=2)N=C(C2C=CC=CC=2)C=C3N(C)C)CCCCC1.[C:75]1([SH:81])[CH:80]=[CH:79][CH:78]=[CH:77][CH:76]=1.